Task: Predict the reaction yield, written as a fraction of the theoretical maximum amount of product (1.0 means a 100% yield; for example, 0.34 means a 34% yield).. Dataset: Reaction yield outcomes from USPTO patents with 853,638 reactions The reactants are [Si:1]([O:8][CH2:9][C:10]1[N:15]=[C:14]([CH3:16])[N:13]=[C:12]([C:17]([O:19]C)=O)[CH:11]=1)([C:4]([CH3:7])([CH3:6])[CH3:5])([CH3:3])[CH3:2].CCN(C(C)C)C(C)C.[F:30][C:31]1[CH:38]=[CH:37][C:34]([CH2:35][NH2:36])=[CH:33][C:32]=1[O:39][CH3:40]. The catalyst is CO. The product is [Si:1]([O:8][CH2:9][C:10]1[N:15]=[C:14]([CH3:16])[N:13]=[C:12]([C:17]([NH:36][CH2:35][C:34]2[CH:37]=[CH:38][C:31]([F:30])=[C:32]([O:39][CH3:40])[CH:33]=2)=[O:19])[CH:11]=1)([C:4]([CH3:5])([CH3:6])[CH3:7])([CH3:2])[CH3:3]. The yield is 0.810.